From a dataset of Reaction yield outcomes from USPTO patents with 853,638 reactions. Predict the reaction yield, written as a fraction of the theoretical maximum amount of product (1.0 means a 100% yield; for example, 0.34 means a 34% yield). (1) The reactants are IC.[Cl:3][C:4]1[N:12]=[C:11]2[C:7]([NH:8][C:9](=[O:18])[N:10]2[CH:13]2[CH2:17][CH2:16][CH2:15][CH2:14]2)=[CH:6][N:5]=1.[H-].[Na+].[CH3:21]CCC(C)C. The catalyst is CC(N(C)C)=O.O. The product is [Cl:3][C:4]1[N:12]=[C:11]2[C:7]([N:8]([CH3:21])[C:9](=[O:18])[N:10]2[CH:13]2[CH2:17][CH2:16][CH2:15][CH2:14]2)=[CH:6][N:5]=1. The yield is 0.990. (2) The reactants are [NH2:1][CH2:2][C:3]1[CH:8]=[CH:7][O:6][CH2:5][CH:4]=1.F[C:10]1[CH:15]=[CH:14][C:13]([N:16]([CH3:20])[C:17](=[O:19])[CH3:18])=[CH:12][C:11]=1[N+:21]([O-:23])=[O:22].C(=O)([O-])[O-].[Na+].[Na+]. The catalyst is CCO. The product is [CH3:20][N:16]([C:13]1[CH:14]=[CH:15][C:10]([NH:1][CH2:2][CH:3]2[CH2:4][CH2:5][O:6][CH2:7][CH2:8]2)=[C:11]([N+:21]([O-:23])=[O:22])[CH:12]=1)[C:17](=[O:19])[CH3:18]. The yield is 1.00. (3) The reactants are [CH2:1]([O:5][C:6]1[CH:16]=[CH:15][C:9](/[CH:10]=[CH:11]/[C:12]([OH:14])=[O:13])=[CH:8][C:7]=1[O:17][CH3:18])[CH2:2][CH2:3][CH3:4].Cl[CH2:20][CH2:21][CH2:22][CH2:23][CH2:24][CH2:25][OH:26]. The catalyst is C(#N)C.[I-].C([N+](CCCC)(CCCC)CCCC)CCC. The product is [OH:26][CH2:25][CH2:24][CH2:23][CH2:22][CH2:21][CH2:20][O:13][C:12](=[O:14])/[CH:11]=[CH:10]/[C:9]1[CH:15]=[CH:16][C:6]([O:5][CH2:1][CH2:2][CH2:3][CH3:4])=[C:7]([O:17][CH3:18])[CH:8]=1. The yield is 0.790. (4) The reactants are [C:1]([C:3]1[CH:4]=[C:5]([CH:9]=[CH:10][C:11]=1[C:12]([N:14]1[CH2:18][CH2:17][CH2:16][CH2:15]1)=[O:13])[C:6]([OH:8])=O)#[CH:2].CN(C(ON1N=NC2C=CC=CC1=2)=[N+](C)C)C.[B-](F)(F)(F)F.C(N(C(C)C)CC)(C)C.[Cl:50][C:51]1[CH:62]=[CH:61][C:54]2[N:55]=[C:56]([CH:58]([NH2:60])[CH3:59])[NH:57][C:53]=2[CH:52]=1.ClCl. The catalyst is O1CCCC1.ClCCl.C(O)C. The product is [Cl:50][C:51]1[CH:62]=[CH:61][C:54]2[NH:55][C:56]([CH:58]([NH:60][C:6](=[O:8])[C:5]3[CH:9]=[CH:10][C:11]([C:12]([N:14]4[CH2:18][CH2:17][CH2:16][CH2:15]4)=[O:13])=[C:3]([C:1]#[CH:2])[CH:4]=3)[CH3:59])=[N:57][C:53]=2[CH:52]=1. The yield is 0.460. (5) The reactants are [Br:1][C:2]1[C:3]([F:34])=[CH:4][C:5]2[CH:11]3[CH2:12][CH:9]([CH2:10]3)[N:8]3[C:13]([CH:20]([CH:22]4[CH2:25][N:24]([C:26]([O:28][C:29]([CH3:32])([CH3:31])[CH3:30])=[O:27])[CH2:23]4)[OH:21])=[C:14]([C:16]([O:18]C)=O)[N:15]=[C:7]3[C:6]=2[CH:33]=1.C[O-].[Na+].C([NH2:40])=O. No catalyst specified. The product is [Br:1][C:2]1[C:3]([F:34])=[CH:4][C:5]2[CH:11]3[CH2:12][CH:9]([CH2:10]3)[N:8]3[C:13]([CH:20]([OH:21])[CH:22]4[CH2:25][N:24]([C:26]([O:28][C:29]([CH3:32])([CH3:30])[CH3:31])=[O:27])[CH2:23]4)=[C:14]([C:16](=[O:18])[NH2:40])[N:15]=[C:7]3[C:6]=2[CH:33]=1. The yield is 0.820. (6) The reactants are [F:1][C:2]1[CH:20]=[CH:19][C:5]([CH2:6][C:7]2[S:8][C:9]3[N:10]=[C:11]([NH2:18])[N:12]=[C:13]([S:16][CH3:17])[C:14]=3[N:15]=2)=[CH:4][CH:3]=1.[OH-].[Na+].I[CH3:24].O. The catalyst is CS(C)=O. The product is [F:1][C:2]1[CH:20]=[CH:19][C:5]([CH:6]([C:7]2[S:8][C:9]3[N:10]=[C:11]([NH2:18])[N:12]=[C:13]([S:16][CH3:17])[C:14]=3[N:15]=2)[CH3:24])=[CH:4][CH:3]=1. The yield is 0.690.